This data is from Full USPTO retrosynthesis dataset with 1.9M reactions from patents (1976-2016). The task is: Predict the reactants needed to synthesize the given product. (1) Given the product [CH2:27]([N:9]1[CH2:10][CH2:11][C:5]2[C:6](=[N:7][C:2]([Cl:1])=[C:3]([N:12]3[CH2:17][CH2:16][CH:15]([O:18][C:19]4[CH:24]=[CH:23][C:22]([F:25])=[CH:21][C:20]=4[F:26])[CH2:14][CH2:13]3)[N:4]=2)[CH2:8]1)[C:28]1[CH:33]=[CH:32][CH:31]=[CH:30][CH:29]=1, predict the reactants needed to synthesize it. The reactants are: [Cl:1][C:2]1[N:7]=[C:6]2[CH:8]=[N:9][CH:10]=[CH:11][C:5]2=[N:4][C:3]=1[N:12]1[CH2:17][CH2:16][CH:15]([O:18][C:19]2[CH:24]=[CH:23][C:22]([F:25])=[CH:21][C:20]=2[F:26])[CH2:14][CH2:13]1.[CH2:27](Br)[C:28]1[CH:33]=[CH:32][CH:31]=[CH:30][CH:29]=1.C(O[BH-](OC(=O)C)OC(=O)C)(=O)C.[Na+]. (2) Given the product [ClH:28].[ClH:28].[NH:16]1[CH2:17][CH2:18][CH2:19][C@@H:14]([NH:13][C:10]2[N:11]=[CH:12][C:7](/[CH:6]=[CH:5]/[C:4]([O:3][CH2:1][CH3:2])=[O:27])=[N:8][CH:9]=2)[CH2:15]1, predict the reactants needed to synthesize it. The reactants are: [CH2:1]([O:3][C:4](=[O:27])/[CH:5]=[CH:6]/[C:7]1[N:8]=[CH:9][C:10]([NH:13][C@@H:14]2[CH2:19][CH2:18][CH2:17][N:16](C(OC(C)(C)C)=O)[CH2:15]2)=[N:11][CH:12]=1)[CH3:2].[ClH:28]. (3) Given the product [F:14][C:2]([F:1])([F:13])[CH2:3][N:4]1[CH:8]=[CH:7][C:6]([C:9]([OH:11])=[O:10])=[N:5]1, predict the reactants needed to synthesize it. The reactants are: [F:1][C:2]([F:14])([F:13])[CH2:3][N:4]1[CH:8]=[CH:7][C:6]([C:9]([O:11]C)=[O:10])=[N:5]1.[OH-].[Li+]. (4) Given the product [Cl:1][CH2:2][C:3]1[CH:4]=[C:5]([C:11]2[CH:16]=[CH:15][N:14]=[C:13]([O:17][CH2:18][CH3:19])[CH:12]=2)[C:6]([O:9][CH2:10][CH:29]([F:31])[F:30])=[N:7][CH:8]=1, predict the reactants needed to synthesize it. The reactants are: [Cl:1][CH2:2][C:3]1[CH:4]=[C:5]([C:11]2[CH:16]=[CH:15][N:14]=[C:13]([O:17][CH2:18][CH3:19])[CH:12]=2)[C:6]([O:9][CH3:10])=[N:7][CH:8]=1.BrC1C=C(CO)C=NC=1OC[CH:29]([F:31])[F:30].ClC1C=C(B(O)O)C=CN=1.